This data is from Catalyst prediction with 721,799 reactions and 888 catalyst types from USPTO. The task is: Predict which catalyst facilitates the given reaction. (1) Reactant: C(OC(=O)[NH:10][C:11]1[C:12](=[O:27])[N:13]([CH2:17][C:18]([NH:20][CH2:21][CH:22]([CH2:25][CH3:26])[CH2:23][CH3:24])=[O:19])[CH:14]=[CH:15][CH:16]=1)C1C=CC=CC=1. Product: [NH2:10][C:11]1[C:12](=[O:27])[N:13]([CH2:17][C:18]([NH:20][CH2:21][CH:22]([CH2:25][CH3:26])[CH2:23][CH3:24])=[O:19])[CH:14]=[CH:15][CH:16]=1. The catalyst class is: 19. (2) Reactant: [F:1][C:2]1[C:11]2[C:6](=[CH:7][CH:8]=[CH:9][CH:10]=2)[CH:5]=[CH:4][C:3]=1[OH:12].C([O-])([O-])=O.[K+].[K+].Br[CH2:20][CH2:21][NH:22][C:23](=[O:29])[O:24][C:25]([CH3:28])([CH3:27])[CH3:26].CCCCCC.C(OCC)(=O)C. Product: [F:1][C:2]1[C:11]2[C:6](=[CH:7][CH:8]=[CH:9][CH:10]=2)[CH:5]=[CH:4][C:3]=1[O:12][CH2:20][CH2:21][NH:22][C:23](=[O:29])[O:24][C:25]([CH3:28])([CH3:27])[CH3:26]. The catalyst class is: 21. (3) Reactant: [Cl:1][C:2]1[CH:7]=[CH:6][C:5]([CH2:8][C:9]([OH:11])=O)=[CH:4][CH:3]=1.[NH2:12][C:13]1[CH:18]=[CH:17][N:16]=[C:15]([C:19]([C:21]2[C:29]3[CH:28]=[N:27][CH:26]=[N:25][C:24]=3[N:23]([CH:30]([CH3:32])[CH3:31])[CH:22]=2)=[O:20])[CH:14]=1.CCN(CC)CC.C(P1(=O)OP(CCC)(=O)OP(CCC)(=O)O1)CC. Product: [Cl:1][C:2]1[CH:3]=[CH:4][C:5]([CH2:8][C:9]([NH:12][C:13]2[CH:18]=[CH:17][N:16]=[C:15]([C:19]([C:21]3[C:29]4[CH:28]=[N:27][CH:26]=[N:25][C:24]=4[N:23]([CH:30]([CH3:32])[CH3:31])[CH:22]=3)=[O:20])[CH:14]=2)=[O:11])=[CH:6][CH:7]=1. The catalyst class is: 56. (4) Reactant: Br[CH2:2][CH2:3][C:4]1[N:5]=[C:6]([C:10]2[CH:15]=[CH:14][CH:13]=[CH:12][CH:11]=2)[O:7][C:8]=1[CH3:9].[C-:16]#[N:17].[K+]. Product: [C:16]([CH2:2][CH2:3][C:4]1[N:5]=[C:6]([C:10]2[CH:15]=[CH:14][CH:13]=[CH:12][CH:11]=2)[O:7][C:8]=1[CH3:9])#[N:17]. The catalyst class is: 58.